Dataset: Forward reaction prediction with 1.9M reactions from USPTO patents (1976-2016). Task: Predict the product of the given reaction. Given the reactants [Br:1][C:2]1[CH:10]=[CH:9][C:5]([C:6]([OH:8])=O)=[CH:4][C:3]=1[F:11].CCN=C=NCCCN(C)C.Cl.[CH2:24]([NH2:29])[CH2:25][CH:26]([CH3:28])[CH3:27].O, predict the reaction product. The product is: [Br:1][C:2]1[CH:10]=[CH:9][C:5]([C:6]([NH:29][CH2:24][CH2:25][CH:26]([CH3:28])[CH3:27])=[O:8])=[CH:4][C:3]=1[F:11].